From a dataset of Full USPTO retrosynthesis dataset with 1.9M reactions from patents (1976-2016). Predict the reactants needed to synthesize the given product. (1) Given the product [Cl:22][C:8]1[CH:7]=[C:6]([CH2:5][CH2:4][NH2:1])[CH:11]=[C:10]([CH2:12][O:13][Si:14]([C:17]([CH3:18])([CH3:19])[CH3:20])([CH3:15])[CH3:16])[C:9]=1[Cl:21], predict the reactants needed to synthesize it. The reactants are: [N:1]([CH2:4][CH2:5][C:6]1[CH:7]=[C:8]([Cl:22])[C:9]([Cl:21])=[C:10]([CH2:12][O:13][Si:14]([C:17]([CH3:20])([CH3:19])[CH3:18])([CH3:16])[CH3:15])[CH:11]=1)=[N+]=[N-].C1(P(C2C=CC=CC=2)C2C=CC=CC=2)C=CC=CC=1.O. (2) Given the product [C:1]1([S:7]([C:10]2[CH:22]=[CH:21][C:13]3[NH:14][CH2:15][C:16]([CH3:18])([CH3:19])[O:17][C:12]=3[CH:11]=2)(=[O:9])=[O:8])[CH:6]=[CH:5][CH:4]=[CH:3][CH:2]=1, predict the reactants needed to synthesize it. The reactants are: [C:1]1([S:7]([C:10]2[CH:22]=[CH:21][C:13]3[NH:14][C:15](=O)[C:16]([CH3:19])([CH3:18])[O:17][C:12]=3[CH:11]=2)(=[O:9])=[O:8])[CH:6]=[CH:5][CH:4]=[CH:3][CH:2]=1.Cl.C(=O)(O)[O-].[Na+].C(=O)([O-])[O-].[K+].[K+]. (3) Given the product [ClH:32].[CH3:18][O:19][C:20]1[C:21]2[C:8]3[N:7]=[CH:6][C:5]4[C:14]([C:9]=3[CH2:23][C:22]=2[CH:25]=[C:26]([O:30][CH3:31])[C:27]=1[O:28][CH3:29])=[CH:15][C:16]1[O:17][CH2:1][O:2][C:3]=1[CH:4]=4, predict the reactants needed to synthesize it. The reactants are: [CH2:1]1[O:17][C:16]2[CH:15]=[CH:14][C:5]([CH2:6][NH:7][CH2:8][CH:9](OC)OC)=[CH:4][C:3]=2[O:2]1.[CH3:18][O:19][C:20]1[CH:21]=[C:22]([CH:25]=[C:26]([O:30][CH3:31])[C:27]=1[O:28][CH3:29])[CH:23]=O.[ClH:32].[NH4+].[OH-]. (4) The reactants are: [Br:1]Br.[CH3:3][C:4]1[C:9]([OH:10])=[C:8]([CH3:11])[CH:7]=[CH:6][N:5]=1. Given the product [Br:1][C:6]1[N:5]=[C:4]([CH3:3])[C:9]([OH:10])=[C:8]([CH3:11])[CH:7]=1, predict the reactants needed to synthesize it.